This data is from Forward reaction prediction with 1.9M reactions from USPTO patents (1976-2016). The task is: Predict the product of the given reaction. (1) Given the reactants [N:1]12[CH2:8][CH2:7][CH:4]([CH2:5][CH2:6]1)[CH:3]([O:9][C:10]1[N:15]=[CH:14][C:13]([C:16]3[CH:22]=[CH:21][C:19]([NH2:20])=[CH:18][CH:17]=3)=[CH:12][N:11]=1)[CH2:2]2.[C:23]([OH:30])(=[O:29])/[CH:24]=[CH:25]/[C:26]([OH:28])=[O:27], predict the reaction product. The product is: [C:23]([OH:30])(=[O:29])/[CH:24]=[CH:25]/[C:26]([OH:28])=[O:27].[N:1]12[CH2:6][CH2:5][CH:4]([CH2:7][CH2:8]1)[CH:3]([O:9][C:10]1[N:15]=[CH:14][C:13]([C:16]3[CH:22]=[CH:21][C:19]([NH2:20])=[CH:18][CH:17]=3)=[CH:12][N:11]=1)[CH2:2]2.[N:1]12[CH2:6][CH2:5][CH:4]([CH2:7][CH2:8]1)[CH:3]([O:9][C:10]1[N:15]=[CH:14][C:13]([C:16]3[CH:22]=[CH:21][C:19]([NH2:20])=[CH:18][CH:17]=3)=[CH:12][N:11]=1)[CH2:2]2. (2) The product is: [N:19]1([C:2]2[N:3]([C:13]3[CH:14]=[N:15][CH:16]=[CH:17][CH:18]=3)[C:4]3[C:9]([C:10]=2[CH:11]=[O:12])=[CH:8][CH:7]=[CH:6][CH:5]=3)[CH2:24][CH2:23][NH:22][CH2:21][CH2:20]1. Given the reactants Cl[CH:2]1[CH:10]([CH:11]=[O:12])[C:9]2[C:4](=[CH:5][CH:6]=[CH:7][CH:8]=2)[N:3]1[C:13]1[CH:14]=[N:15][CH:16]=[CH:17][CH:18]=1.[NH:19]1[CH2:24][CH2:23][NH:22][CH2:21][CH2:20]1, predict the reaction product. (3) Given the reactants [S:1]1[CH:5]=[CH:4][CH:3]=[C:2]1[C:6](Cl)=[O:7].[CH3:9][O:10][C:11]1[CH:12]=[C:13]([C:17]2([OH:23])[CH2:22][CH2:21][CH2:20][NH:19][CH2:18]2)[CH:14]=[CH:15][CH:16]=1, predict the reaction product. The product is: [OH:23][C:17]1([C:13]2[CH:14]=[CH:15][CH:16]=[C:11]([O:10][CH3:9])[CH:12]=2)[CH2:22][CH2:21][CH2:20][N:19]([C:6]([C:2]2[S:1][CH:5]=[CH:4][CH:3]=2)=[O:7])[CH2:18]1. (4) Given the reactants Cl[CH2:2][C:3]1[N:4]=[C:5]([C:8]2[CH:13]=[CH:12][CH:11]=[CH:10][CH:9]=2)[S:6][CH:7]=1.Cl.Cl.[CH3:16][O:17][C:18]1[C:19]([N:24]2[CH2:30][CH2:29][CH2:28][NH:27][CH2:26][CH2:25]2)=[N:20][CH:21]=[CH:22][CH:23]=1.C(=O)([O-])[O-].[Cs+].[Cs+], predict the reaction product. The product is: [CH3:16][O:17][C:18]1[C:19]([N:24]2[CH2:30][CH2:29][CH2:28][N:27]([CH2:2][C:3]3[N:4]=[C:5]([C:8]4[CH:13]=[CH:12][CH:11]=[CH:10][CH:9]=4)[S:6][CH:7]=3)[CH2:26][CH2:25]2)=[N:20][CH:21]=[CH:22][CH:23]=1.